From a dataset of NCI-60 drug combinations with 297,098 pairs across 59 cell lines. Regression. Given two drug SMILES strings and cell line genomic features, predict the synergy score measuring deviation from expected non-interaction effect. (1) Drug 1: C1=CC(=CC=C1CCCC(=O)O)N(CCCl)CCCl. Drug 2: C1C(C(OC1N2C=NC3=C(N=C(N=C32)Cl)N)CO)O. Cell line: T-47D. Synergy scores: CSS=18.1, Synergy_ZIP=-7.13, Synergy_Bliss=-6.86, Synergy_Loewe=-6.80, Synergy_HSA=-6.99. (2) Drug 1: C1=C(C(=O)NC(=O)N1)F. Drug 2: CC1C(C(CC(O1)OC2CC(CC3=C2C(=C4C(=C3O)C(=O)C5=CC=CC=C5C4=O)O)(C(=O)C)O)N)O. Cell line: MOLT-4. Synergy scores: CSS=47.9, Synergy_ZIP=-7.63, Synergy_Bliss=-11.2, Synergy_Loewe=-6.92, Synergy_HSA=-5.77. (3) Drug 1: CC12CCC3C(C1CCC2O)C(CC4=C3C=CC(=C4)O)CCCCCCCCCS(=O)CCCC(C(F)(F)F)(F)F. Drug 2: C1=CN(C=N1)CC(O)(P(=O)(O)O)P(=O)(O)O. Cell line: UO-31. Synergy scores: CSS=-1.99, Synergy_ZIP=8.81, Synergy_Bliss=16.1, Synergy_Loewe=-0.452, Synergy_HSA=1.40. (4) Drug 1: C1CCC(C(C1)N)N.C(=O)(C(=O)[O-])[O-].[Pt+4]. Drug 2: C1C(C(OC1N2C=NC3=C2NC=NCC3O)CO)O. Cell line: SF-539. Synergy scores: CSS=19.2, Synergy_ZIP=-7.54, Synergy_Bliss=-6.34, Synergy_Loewe=-7.95, Synergy_HSA=-5.05. (5) Drug 1: C1CCC(CC1)NC(=O)N(CCCl)N=O. Synergy scores: CSS=15.0, Synergy_ZIP=-3.24, Synergy_Bliss=6.05, Synergy_Loewe=0.0802, Synergy_HSA=2.76. Drug 2: CCC1(CC2CC(C3=C(CCN(C2)C1)C4=CC=CC=C4N3)(C5=C(C=C6C(=C5)C78CCN9C7C(C=CC9)(C(C(C8N6C=O)(C(=O)OC)O)OC(=O)C)CC)OC)C(=O)OC)O.OS(=O)(=O)O. Cell line: NCI-H226.